From a dataset of Full USPTO retrosynthesis dataset with 1.9M reactions from patents (1976-2016). Predict the reactants needed to synthesize the given product. The reactants are: [Cl:1][C:2]1[C:7]([Cl:8])=[CH:6][CH:5]=[CH:4][C:3]=1[C:9]1[N:14]=[N:13][C:12]([NH2:15])=[N:11][C:10]=1[NH2:16].Cl[CH:18]([C:21]1([C:24]2[CH:25]=[C:26]3[C:31](=[CH:32][CH:33]=2)[N:30]=[CH:29][CH:28]=[CH:27]3)[CH2:23][CH2:22]1)[CH:19]=O. Given the product [Cl:1][C:2]1[C:7]([Cl:8])=[CH:6][CH:5]=[CH:4][C:3]=1[C:9]1[C:10]([NH2:16])=[N:11][C:12]2[N:13]([C:18]([C:21]3([C:24]4[CH:25]=[C:26]5[C:31](=[CH:32][CH:33]=4)[N:30]=[CH:29][CH:28]=[CH:27]5)[CH2:23][CH2:22]3)=[CH:19][N:15]=2)[N:14]=1, predict the reactants needed to synthesize it.